This data is from Full USPTO retrosynthesis dataset with 1.9M reactions from patents (1976-2016). The task is: Predict the reactants needed to synthesize the given product. (1) Given the product [CH3:28][O:27][C:26]1[CH:25]=[CH:24][CH:23]=[C:3](/[CH:4]=[CH:5]/[C:6]2[N:15]([C:16]3[CH:21]=[CH:20][CH:19]=[CH:18][CH:17]=3)[C:14](=[O:22])[C:13]3[C:8](=[CH:9][CH:10]=[CH:11][CH:12]=3)[N:7]=2)[C:2]=1[NH:1][S:30]([CH3:29])(=[O:32])=[O:31], predict the reactants needed to synthesize it. The reactants are: [NH2:1][C:2]1[C:26]([O:27][CH3:28])=[CH:25][CH:24]=[CH:23][C:3]=1/[CH:4]=[CH:5]/[C:6]1[N:15]([C:16]2[CH:21]=[CH:20][CH:19]=[CH:18][CH:17]=2)[C:14](=[O:22])[C:13]2[C:8](=[CH:9][CH:10]=[CH:11][CH:12]=2)[N:7]=1.[CH3:29][S:30](Cl)(=[O:32])=[O:31]. (2) Given the product [CH3:12][C:11]1([CH3:15])[CH2:14][O:9][C:7]([CH:2]2[NH:1][C:5](=[O:6])[CH2:4][CH2:3]2)=[N:10]1, predict the reactants needed to synthesize it. The reactants are: [NH:1]1[C:5](=[O:6])[CH2:4][CH2:3][C@H:2]1[C:7]([OH:9])=O.[NH2:10][C:11]([CH3:15])([CH3:14])[CH2:12]O. (3) The reactants are: [C:1]1([C:7]2[N:8]=[CH:9][N:10]([CH2:14][CH2:15][N:16]3[CH2:20][CH2:19][CH2:18][CH2:17]3)[C:11]=2[CH:12]=O)[CH:6]=[CH:5][CH:4]=[CH:3][CH:2]=1.[CH3:21][C:22]1[CH:27]=[CH:26][N:25]=[C:24]([NH2:28])[N:23]=1. Given the product [C:1]1([C:7]2[N:8]=[CH:9][N:10]([CH2:14][CH2:15][N:16]3[CH2:20][CH2:19][CH2:18][CH2:17]3)[C:11]=2/[CH:12]=[CH:21]/[C:22]2[CH:27]=[CH:26][N:25]=[C:24]([NH2:28])[N:23]=2)[CH:6]=[CH:5][CH:4]=[CH:3][CH:2]=1, predict the reactants needed to synthesize it.